This data is from Catalyst prediction with 721,799 reactions and 888 catalyst types from USPTO. The task is: Predict which catalyst facilitates the given reaction. Reactant: [F:1][CH:2]1[C@H:6]2[N:7](C(OC(C)(C)C)=O)[CH2:8][C@@H:3]1[O:4][CH2:5]2.[ClH:16]. Product: [ClH:16].[F:1][CH:2]1[C@H:6]2[NH:7][CH2:8][C@@H:3]1[O:4][CH2:5]2. The catalyst class is: 13.